This data is from Experimentally validated miRNA-target interactions with 360,000+ pairs, plus equal number of negative samples. The task is: Binary Classification. Given a miRNA mature sequence and a target amino acid sequence, predict their likelihood of interaction. (1) The miRNA is cel-miR-50-5p with sequence UGAUAUGUCUGGUAUUCUUGGGUU. The protein sequence of the target gene is MRGSQEVLLMWLLVLAVGGTEHAYRPGRRVCAVRAHGDPVSESFVQRVYQPFLTTCDGHRACSTYRTIYRTAYRRSPGLAPARPRYACCPGWKRTSGLPGACGAAICQPPCRNGGSCVQPGRCRCPAGWRGDTCQSDVDECSARRGGCPQRCVNTAGSYWCQCWEGHSLSADGTLCVPKGGPPRVAPNPTGVDSAMKEEVQRLQSRVDLLEEKLQLVLAPLHSLASQALEHGLPDPGSLLVHSFQQLGRIDSLSEQISFLEEQLGSCSCKKDS. Result: 0 (no interaction). (2) The miRNA is mmu-miR-5134-5p with sequence UUGGCAGAAAGGGCAGCUGUG. The protein sequence of the target gene is MAVPAALIPPTQLVPPQPPISTSASSSGTTTSTSSATSSPAPSIGPPASSGPTLFRPEPIASAAAAAATVTSTGGGGGGGGSGGGGGSSGNGGGGGGGGGGSNCNPNLAAASNGSGGGGGGISAGGGVASSTPINASTGSSSSSSSSSSSSSSSSSSSSSSSSCGPLPGKPVYSTPSPVENTPQNNECKMVDLRGAKVASFTVEGCELICLPQAFDLFLKHLVGGLHTVYTKLKRLEITPVVCNVEQVRILRGLGAIQPGVNRCKLISRKDFETLYNDCTNASSRPGRPPKRTQSVTSPE.... Result: 0 (no interaction). (3) The miRNA is mmu-miR-149-5p with sequence UCUGGCUCCGUGUCUUCACUCCC. The protein sequence of the target gene is MDGRDFAPPPHLLSERGSLGHRSAAAAARLAPAGPAAQPAAHFQPGKYFPSPLPMASHTASSRLMGNPPASSFMGSFLTSSLGSAASAHPSGPTSSPSEPAYRGSHPATSQIWFSHSHEAPAYPRFSGSLASTFLPVSHLDHHGNSNVLYGQHRFYGTQKDNFYLRNLPPQPTILPANHNFPGVPRATPAHPIGSCSRDRIEAASLQKGPKEFDRFLMGKEVGKEKVSKGAEGRERPAVEEDSGKDRQKLVPPMPAEGPCKEAGPAPRGSCEGRPKHLTSCLLNTKVLNGDMGKASLASC.... Result: 1 (interaction). (4) The miRNA is hsa-let-7b-5p with sequence UGAGGUAGUAGGUUGUGUGGUU. The protein sequence of the target gene is MAFWCQRDSYAREFTTTVVSCCPAELQTEGSNGKKEVLSGFQVVLEDTVLFPEGGGQPDDRGTINDISVLRVTRRGEQADHFTQTPLDPGSQVLVRVDWERRFDHMQQHSGQHLITAVADHLFKLKTTSWELGRFRSAIELDTPSMTAEQVAAIEQSVNEKIRDRLPVNVRELSLDDPEVEQVSGRGLPDDHAGPIRVVNIEGVDSNMCCGTHVSNLSDLQVIKILGTEKGKKNRTNLIFLSGNRVLKWMERSHGTEKALTALLKCGAEDHVEAVKKLQNSTKILQKNNLNLLRDLAVHI.... Result: 1 (interaction). (5) The miRNA is hsa-miR-34a-5p with sequence UGGCAGUGUCUUAGCUGGUUGU. The protein sequence of the target gene is MGSRCALALAVLSALLCQVWSSGVFELKLQEFVNKKGLLGNRNCCRGGAGPPPCACRTFFRVCLKHYQASVSPEPPCTYGSAVTPVLGVDSFSLPDGGGADSAFSNPIRFPFGFTWPGTFSLIIEALHTDSPDDLATENPERLISRLATQRHLTVGEEWSQDLHSSGRTDLKYSYRFVCDEHYYGEGCSVFCRPRDDAFGHFTCGERGEKVCNPGWKGPYCTEPICLPGCDEQHGFCDKPGECKCRVGWQGRYCDECIRYPGCLHGTCQQPWQCNCQEGWGGLFCNQDLNYCTHHKPCKN.... Result: 1 (interaction). (6) The protein sequence of the target gene is MLLLFSVILISWVSTVGGEGTLCDFPKIHHGFLYDEEDYNPFSQVPTGEVFYYSCEYNFVSPSKSFWTRITCTEEGWSPTPKCLRMCSFPFVKNGHSESSGLIHLEGDTVQIICNTGYSLQNNEKNISCVERGWSTPPICSFTKGECHVPILEANVDAQPKKESYKVGDVLKFSCRKNLIRVGSDSVQCYQFGWSPNFPTCKGQVRSCGPPPQLSNGEVKEIRKEEYGHNEVVEYDCNPNFIINGPKKIQCVDGEWTTLPTCVEQVKTCGYIPELEYGYVQPSVPPYQHGVSVEVNCRNE.... The miRNA is hsa-miR-216a-5p with sequence UAAUCUCAGCUGGCAACUGUGA. Result: 0 (no interaction). (7) The miRNA is mmu-miR-466p-3p with sequence AUACAUACACGCACACAUAAGA. The protein sequence of the target gene is MVPSQEEPAAERETNEAQPPGPAPSDDAPLPGPGPSDVSDVAAEKVEVELTRSAGSEPPVPPEGGWGWLVMLAAMWCNGSVFGIQNAYGVLFVSMLDTFKAKDDDNMAFKTAWVGSLSMGMIFFCCPIVSVFTDMFGCRRTAVVGAAVGFIGLMSSSFVSSIEPLYLTYGIIFACGCSFAYQPSLVILGHYFKKRLGLVNGIVTAGSSVFTILLPLLLGNLISSVKLFNTLRILCIFMFVLFLAGFTYRPLVPSTKEKESGGSRSSFFSRRKLSPPKKVFNFALFKETTYAVWAAGIPLA.... Result: 1 (interaction). (8) The miRNA is hsa-miR-6727-3p with sequence UCCUGCCACCUCCUCCGCAG. The protein sequence of the target gene is MNGDSRAAVVTSPPPTTAPHKERYFDRVDENNPEYLRERNMAPDLRQDFNMMEQKKRVSMILQSPAFCEELESMIQEQFKKGKNPTGLLALQQIADFMTTNVPNVYPAAPQGGMAALNMSLGMVTPVNDLRGSDSIAYDKGEKLLRCKLAAFYRLADLFGWSQLIYNHITTRVNSEQEHFLIVPFGLLYSEVTASSLVKINLQGDIVDRGSTNLGVNQAGFTLHSAIYAARPDVKCVVHIHTPAGAAVSAMKCGLLPISPEALSLGEVAYHDYHGILVDEEEKVLIQKNLGPKSKVLILR.... Result: 1 (interaction). (9) The miRNA is mmu-miR-669f-3p with sequence CAUAUACAUACACACACACGUAU. The protein sequence of the target gene is MAAATAAAAPQQLSDEELFSQLRRYGLSPGPVTESTRPVYLKKLKKLREEEQQQQQQQQQQQHRAGGRGNKTRNSNNNNTATAMGGRPGSGDLAYLRSPAGLGRLSASAAESPVAGGSGGAAAVPAAGSKVLLGFSSDESDVEASPREQAGGGGGGGARRDRAALQYRGLRAPPAPPAAGEVTGGHPGERRKPHSWWGARRPAGPEPQPPAAGSDGAAEDADEELADGEDRDPEAEEPLWASRAVNGSRLLPYSSCREHYSDSEEEEEEGEEDGDVAPARQVLKDDSLARHRPRRSHSKP.... Result: 1 (interaction). (10) The miRNA is hsa-miR-15b-5p with sequence UAGCAGCACAUCAUGGUUUACA. The protein sequence of the target gene is MEEELQHSHCVNCVSRRCMTRPEPGISCDLIGCPLVCGAVFHSCKADEHRLLCPFERVPCLNSDFGCPFTMARNKVAEHLEMCPASVVCCTMEWNRWPVSYADRKSYENLSRDVDEVAQLDMALALQDQRMLLESLKVATMMSKATDKVSKPREQISVKSSVPEIPHANGLVSVDEESYGALYQATVETTRSLAAALDILNTATRDIGMLNTSVPNDMDEQQNARESLEDQNLKDQDHLYEEEIGAVGGIDYNDTNQNAQSEQNGSSDLLCDLNTSSYDTSALCNGFPLENICTQVIDQN.... Result: 1 (interaction).